This data is from Full USPTO retrosynthesis dataset with 1.9M reactions from patents (1976-2016). The task is: Predict the reactants needed to synthesize the given product. Given the product [CH3:14][O:13][C:5]1[CH:4]=[CH:3][CH:2]=[C:10]2[C:6]=1[CH2:7][N:8]([CH3:12])[C:9]2=[O:11], predict the reactants needed to synthesize it. The reactants are: N[C:2]1[CH:3]=[CH:4][C:5]([O:13][CH3:14])=[C:6]2[C:10]=1[C:9](=[O:11])[N:8]([CH3:12])[CH2:7]2.ClC1N=C(Cl)C(Cl)=CN=1.C(N(CC)C(C)C)(C)C.